The task is: Predict which catalyst facilitates the given reaction.. This data is from Catalyst prediction with 721,799 reactions and 888 catalyst types from USPTO. (1) Reactant: [Cl:1][C:2]1[CH:6]=[C:5]([Cl:7])[N:4]([CH2:8][O:9][CH2:10][CH2:11][Si:12]([CH3:15])([CH3:14])[CH3:13])[C:3]=1[C:16]([O:18]C)=[O:17].[OH-].[K+]. Product: [Cl:1][C:2]1[CH:6]=[C:5]([Cl:7])[N:4]([CH2:8][O:9][CH2:10][CH2:11][Si:12]([CH3:13])([CH3:14])[CH3:15])[C:3]=1[C:16]([OH:18])=[O:17]. The catalyst class is: 24. (2) Reactant: [N+:1]([C:4]1[CH:9]=[CH:8][C:7]([C:10]2[CH2:11][CH2:12][S:13](=[O:17])(=[O:16])[CH2:14][CH:15]=2)=[CH:6][CH:5]=1)([O-])=O. Product: [O:16]=[S:13]1(=[O:17])[CH2:14][CH2:15][CH:10]([C:7]2[CH:8]=[CH:9][C:4]([NH2:1])=[CH:5][CH:6]=2)[CH2:11][CH2:12]1. The catalyst class is: 19. (3) Reactant: [Br:1][C:2]1[CH:10]=[C:9]([CH3:11])[CH:8]=[CH:7][C:3]=1[C:4]([NH2:6])=O.O=P12OP3(OP(OP(O3)(O1)=O)(=O)O2)=O. Product: [Br:1][C:2]1[CH:10]=[C:9]([CH3:11])[CH:8]=[CH:7][C:3]=1[C:4]#[N:6]. The catalyst class is: 22. (4) Reactant: [NH2:1][CH2:2][C@@H:3]([C:5]1[C:13]2[S:12][C:11](=[O:14])[NH:10][C:9]=2[C:8]([OH:15])=[CH:7][CH:6]=1)[OH:4].C(N(CC)CC)C.CC1C=CC(S(O[CH2:34][CH2:35][O:36][CH2:37][CH2:38][CH2:39][N:40](C(OC(C)(C)C)=O)[CH2:41][CH2:42][C:43]2[CH:48]=[CH:47][CH:46]=[C:45]([Cl:49])[CH:44]=2)(=O)=O)=CC=1. Product: [Cl:49][C:45]1[CH:44]=[C:43]([CH2:42][CH2:41][NH:40][CH2:39][CH2:38][CH2:37][O:36][CH2:35][CH2:34][NH:1][CH2:2][CH:3]([C:5]2[C:13]3[S:12][C:11](=[O:14])[NH:10][C:9]=3[C:8]([OH:15])=[CH:7][CH:6]=2)[OH:4])[CH:48]=[CH:47][CH:46]=1. The catalyst class is: 3. (5) Reactant: [Li]CCCC.[C:6]([Si:10]([C:21]1[CH:26]=[CH:25][CH:24]=[CH:23][CH:22]=1)([C:15]1[CH:20]=[CH:19][CH:18]=[CH:17][CH:16]=1)[O:11][CH2:12][C:13]#[CH:14])([CH3:9])([CH3:8])[CH3:7].CON(C)[C:30]([C@@H:32]1[CH2:36][CH2:35][CH2:34][N:33]1[C:37]([O:39][C:40]([CH3:43])([CH3:42])[CH3:41])=[O:38])=[O:31].[NH4+].[Cl-]. Product: [Si:10]([O:11][CH2:12][C:13]#[C:14][C:30]([C@@H:32]1[CH2:36][CH2:35][CH2:34][N:33]1[C:37]([O:39][C:40]([CH3:43])([CH3:42])[CH3:41])=[O:38])=[O:31])([C:6]([CH3:9])([CH3:7])[CH3:8])([C:15]1[CH:20]=[CH:19][CH:18]=[CH:17][CH:16]=1)[C:21]1[CH:22]=[CH:23][CH:24]=[CH:25][CH:26]=1. The catalyst class is: 1. (6) Reactant: [N:1]1([CH2:6][CH2:7][CH2:8][CH2:9][C:10]2[CH:15]=[CH:14][C:13]([OH:16])=[CH:12][CH:11]=2)[CH:5]=[CH:4][N:3]=[N:2]1.Cl[CH2:18][C:19]1[N:20]=[C:21](/[CH:24]=[CH:25]/[C:26]2[CH:31]=[CH:30][C:29]([C:32]([F:35])([F:34])[F:33])=[CH:28][CH:27]=2)[O:22][CH:23]=1.C(=O)([O-])[O-].[K+].[K+].O. Product: [F:35][C:32]([F:33])([F:34])[C:29]1[CH:30]=[CH:31][C:26](/[CH:25]=[CH:24]/[C:21]2[O:22][CH:23]=[C:19]([CH2:18][O:16][C:13]3[CH:12]=[CH:11][C:10]([CH2:9][CH2:8][CH2:7][CH2:6][N:1]4[CH:5]=[CH:4][N:3]=[N:2]4)=[CH:15][CH:14]=3)[N:20]=2)=[CH:27][CH:28]=1. The catalyst class is: 405. (7) Reactant: Cl[CH:2]([O:4][C:5](=[O:32])[N:6]([C:29](=[O:31])[CH3:30])[CH2:7][C@@H:8]1[O:12][C:11](=[O:13])[N:10]([C:14]2[CH:19]=[CH:18][C:17]([CH:20]3[CH2:25][CH2:24][S:23](=[O:27])(=[O:26])[CH2:22][CH2:21]3)=[C:16]([F:28])[CH:15]=2)[CH2:9]1)[CH3:3].[Cs].[C:34]([NH:41][C@H:42]([C:47]([OH:49])=[O:48])[C@H:43]([CH2:45][CH3:46])[CH3:44])([O:36][C:37]([CH3:40])([CH3:39])[CH3:38])=[O:35].[I-].[Na+]. Product: [C:29]([N:6]([CH2:7][C@@H:8]1[O:12][C:11](=[O:13])[N:10]([C:14]2[CH:19]=[CH:18][C:17]([CH:20]3[CH2:25][CH2:24][S:23](=[O:27])(=[O:26])[CH2:22][CH2:21]3)=[C:16]([F:28])[CH:15]=2)[CH2:9]1)[C:5]([O:4][CH:2]([O:49][C:47](=[O:48])[C@@H:42]([NH:41][C:34]([O:36][C:37]([CH3:38])([CH3:40])[CH3:39])=[O:35])[C@@H:43]([CH3:44])[CH2:45][CH3:46])[CH3:3])=[O:32])(=[O:31])[CH3:30]. The catalyst class is: 192. (8) Reactant: [CH2:1]([S:8][C:9]([CH3:41])([CH:39]=O)[CH2:10][NH:11][C:12]([C:14]1[NH:15][C:16]2[C:21]([CH:22]=1)=[CH:20][C:19]([O:23][CH2:24][CH2:25][O:26][CH3:27])=[CH:18][C:17]=2[N:28]([CH3:38])[S:29]([C:32]1[CH:37]=[CH:36][CH:35]=[CH:34][N:33]=1)(=[O:31])=[O:30])=[O:13])[C:2]1[CH:7]=[CH:6][CH:5]=[CH:4][CH:3]=1.[NH:42]1[CH2:47][CH2:46][S:45][CH2:44][CH2:43]1.C(O[BH-](OC(=O)C)OC(=O)C)(=O)C.[Na+].C(=O)(O)[O-].[Na+]. Product: [CH2:1]([S:8][C:9]([CH3:41])([CH2:39][N:42]1[CH2:47][CH2:46][S:45][CH2:44][CH2:43]1)[CH2:10][NH:11][C:12]([C:14]1[NH:15][C:16]2[C:21]([CH:22]=1)=[CH:20][C:19]([O:23][CH2:24][CH2:25][O:26][CH3:27])=[CH:18][C:17]=2[N:28]([CH3:38])[S:29]([C:32]1[CH:37]=[CH:36][CH:35]=[CH:34][N:33]=1)(=[O:30])=[O:31])=[O:13])[C:2]1[CH:3]=[CH:4][CH:5]=[CH:6][CH:7]=1. The catalyst class is: 26. (9) Reactant: [C:1]([C:3]1[CH:4]=[C:5]([C:13]2[S:17][C:16]([C:18]3[CH:23]=[CH:22][C:21]([O:24][CH2:25][CH2:26][CH2:27][N:28](C)[C:29](=O)OC(C)(C)C)=[CH:20][C:19]=3[CH2:37][CH3:38])=[N:15][N:14]=2)[CH:6]=[CH:7][C:8]=1[O:9][CH:10]([CH3:12])[CH3:11])#[N:2].C(O)(C(F)(F)F)=O.C(=O)(O)[O-].[Na+]. Product: [CH2:37]([C:19]1[CH:20]=[C:21]([O:24][CH2:25][CH2:26][CH2:27][NH:28][CH3:29])[CH:22]=[CH:23][C:18]=1[C:16]1[S:17][C:13]([C:5]2[CH:6]=[CH:7][C:8]([O:9][CH:10]([CH3:11])[CH3:12])=[C:3]([CH:4]=2)[C:1]#[N:2])=[N:14][N:15]=1)[CH3:38]. The catalyst class is: 4.